This data is from Forward reaction prediction with 1.9M reactions from USPTO patents (1976-2016). The task is: Predict the product of the given reaction. Given the reactants [Br:1][C:2]1[C:3](=[O:28])[N:4]([CH2:13][CH2:14][C:15]2[CH:27]=[CH:26][C:18]([C:19]([O:21][C:22]([CH3:25])([CH3:24])[CH3:23])=[O:20])=[CH:17][CH:16]=2)[C:5]([CH2:11]Br)=[C:6]([CH:8]2[CH2:10][CH2:9]2)[CH:7]=1.C(N(C(C)C)C(C)C)C.Cl.[CH2:39]([C@H:43]1[CH2:47][CH2:46][CH2:45][NH:44]1)[CH:40]([CH3:42])[CH3:41].O, predict the reaction product. The product is: [Br:1][C:2]1[C:3](=[O:28])[N:4]([CH2:13][CH2:14][C:15]2[CH:27]=[CH:26][C:18]([C:19]([O:21][C:22]([CH3:24])([CH3:23])[CH3:25])=[O:20])=[CH:17][CH:16]=2)[C:5]([CH2:11][N:44]2[CH2:45][CH2:46][CH2:47][C@@H:43]2[CH2:39][CH:40]([CH3:42])[CH3:41])=[C:6]([CH:8]2[CH2:10][CH2:9]2)[CH:7]=1.